From a dataset of Forward reaction prediction with 1.9M reactions from USPTO patents (1976-2016). Predict the product of the given reaction. (1) Given the reactants Cl[C:2]1[N:7]=[C:6]([N:8]2[CH2:13][CH2:12][O:11][CH2:10][CH2:9]2)[N:5]=[C:4]([N:14]2[CH2:20][CH:19]3[O:21][CH:16]([CH2:17][CH2:18]3)[CH2:15]2)[N:3]=1.C(=O)([O-])[O-].[Na+].[Na+].[NH2:28][C:29]1[CH:34]=[CH:33][C:32](B2OC(C)(C)C(C)(C)O2)=[CH:31][CH:30]=1, predict the reaction product. The product is: [N:8]1([C:6]2[N:5]=[C:4]([N:14]3[CH2:20][CH:19]4[O:21][CH:16]([CH2:17][CH2:18]4)[CH2:15]3)[N:3]=[C:2]([C:32]3[CH:33]=[CH:34][C:29]([NH2:28])=[CH:30][CH:31]=3)[N:7]=2)[CH2:13][CH2:12][O:11][CH2:10][CH2:9]1. (2) The product is: [ClH:56].[F:81][C:76]1[CH:75]=[C:74]([CH:79]=[C:78]([F:80])[CH:77]=1)[CH2:73][C@H:59]([NH:58][C:4](=[O:8])[C:30]1[CH:29]=[C:28]([C:83]2[O:85][CH:49]=[CH:44][N:55]=2)[CH:27]=[C:26]([CH3:35])[CH:25]=1)[C@H:60]([OH:72])[CH2:61][NH:62][CH2:63][C:64]1[CH:69]=[CH:68][CH:67]=[C:66]([CH2:70][CH3:71])[CH:65]=1. Given the reactants CN([C:4]([O:8]N1N=NC2C=CC=NC1=2)=[N+](C)C)C.F[P-](F)(F)(F)(F)F.[CH:25]1[CH:26]=[CH:27][C:28]2N(O)N=N[C:29]=2[CH:30]=1.[CH:35](N(C(C)C)CC)(C)C.[C:44]1([NH2:55])[C:49](F)=C(F)C(F)=C(N)C=1F.[ClH:56].Cl.[NH2:58][C@@H:59]([CH2:73][C:74]1[CH:79]=[C:78]([F:80])[CH:77]=[C:76]([F:81])[CH:75]=1)[C@H:60]([OH:72])[CH2:61][NH:62][CH2:63][C:64]1[CH:69]=[CH:68][CH:67]=[C:66]([CH2:70][CH3:71])[CH:65]=1.Cl.[CH2:83]([O:85]CC)C, predict the reaction product. (3) Given the reactants Cl.[CH3:2][O:3][C:4]([C@@H:6]1[CH2:10][CH2:9][CH2:8][C@@H:7]1[NH2:11])=[O:5].[F:12][C:13]([F:23])([F:22])[C:14]1[CH:15]=[C:16]([CH:19]=[CH:20][CH:21]=1)[CH:17]=O.C([BH3-])#N.[Na+].C(=O)(O)[O-].[Na+], predict the reaction product. The product is: [CH3:2][O:3][C:4]([C@@H:6]1[CH2:10][CH2:9][CH2:8][C@@H:7]1[NH:11][CH2:17][C:16]1[CH:19]=[CH:20][CH:21]=[C:14]([C:13]([F:12])([F:22])[F:23])[CH:15]=1)=[O:5]. (4) Given the reactants [C:1]([N:8]1[CH2:13][CH2:12][O:11][C@H:10]([CH2:14][C:15]2[CH:20]=[CH:19][CH:18]=[C:17](C=CC3C=NC=CC=3)[CH:16]=2)[CH2:9]1)([O:3][C:4]([CH3:7])([CH3:6])[CH3:5])=[O:2].[CH2:29]([CH:31]1[O:33][CH2:32]1)Cl.ClCCl.[Br:37]N1C(=O)CCC1=O.[O-]S([O-])(=S)=O.[Na+].[Na+], predict the reaction product. The product is: [C:1]([N:8]1[CH2:13][CH2:12][O:11][CH:10]([CH2:14][C:15]2[CH:16]=[CH:17][C:18]([O:33][CH3:32])=[CH:19][CH:20]=2)[CH2:9]1)([O:3][C:4]([CH3:5])([CH3:6])[CH3:7])=[O:2].[Br:37][C:17]1[CH:16]=[C:15]([CH:20]=[CH:29][C:31]=1[O:33][CH3:32])[CH2:14][CH:10]1[O:11][CH2:12][CH2:13][NH:8][CH2:9]1. (5) Given the reactants [NH2:1][C:2]1[N:6]=[CH:5][NH:4][N:3]=1.[H-].[Na+].[Cl:9][C:10]1[CH:11]=[C:12]([CH:15]=[C:16]([Cl:18])[CH:17]=1)[CH2:13]Cl.CN(C=[O:23])C, predict the reaction product. The product is: [Cl:9][C:10]1[CH:11]=[C:12]([CH:15]=[C:16]([Cl:18])[CH:17]=1)[CH2:13][N:3]1[C:2]([NH2:1])=[N:6][C:5]([OH:23])=[N:4]1. (6) Given the reactants N1(CC2N3C=C(C)C=CC3=NC=2C2C=CC(C)=CC=2)C=CN=C1.Cl.[Cl:25][C:26]1[CH:27]=[CH:28][C:29]2[N:30]([C:32]([CH2:42]Cl)=[C:33]([C:35]3[CH:40]=[CH:39][C:38]([Cl:41])=[CH:37][CH:36]=3)[N:34]=2)[CH:31]=1.[NH:44]1[CH:48]=[CH:47][N:46]=[C:45]1[C:49]([O:51][CH2:52][CH3:53])=[O:50], predict the reaction product. The product is: [CH2:52]([O:51][C:49]([C:45]1[N:44]([CH2:42][C:32]2[N:30]3[CH:31]=[C:26]([Cl:25])[CH:27]=[CH:28][C:29]3=[N:34][C:33]=2[C:35]2[CH:36]=[CH:37][C:38]([Cl:41])=[CH:39][CH:40]=2)[CH:48]=[CH:47][N:46]=1)=[O:50])[CH3:53].